This data is from Full USPTO retrosynthesis dataset with 1.9M reactions from patents (1976-2016). The task is: Predict the reactants needed to synthesize the given product. (1) Given the product [OH:20][C:17]1[CH:18]=[CH:19][C:12]([OH:11])=[C:13]([C:14]2[NH:1][N:2]=[C:3]([C:5]3[CH:10]=[CH:9][CH:8]=[CH:7][N:6]=3)[N:4]=2)[CH:16]=1, predict the reactants needed to synthesize it. The reactants are: [NH2:1][NH:2][C:3]([C:5]1[CH:10]=[CH:9][CH:8]=[CH:7][N:6]=1)=[NH:4].[OH:11][C:12]1[CH:19]=[CH:18][C:17]([OH:20])=[CH:16][C:13]=1[CH:14]=O. (2) Given the product [Cl:28][C:19]1[CH:18]=[C:17]([N:8]2[C:9]3[C:5](=[CH:4][C:3]([C:11]([O:13][CH2:14][CH3:15])=[O:12])=[C:2]([F:1])[CH:10]=3)[CH:6]=[CH:7]2)[CH:22]=[N:21][C:20]=1[O:23][CH2:24][CH:25]([CH3:27])[CH3:26], predict the reactants needed to synthesize it. The reactants are: [F:1][C:2]1[CH:10]=[C:9]2[C:5]([CH:6]=[CH:7][NH:8]2)=[CH:4][C:3]=1[C:11]([O:13][CH2:14][CH3:15])=[O:12].Br[C:17]1[CH:18]=[C:19]([Cl:28])[C:20]([O:23][CH2:24][CH:25]([CH3:27])[CH3:26])=[N:21][CH:22]=1.C([O-])([O-])=O.[K+].[K+].CNCCNC. (3) The reactants are: Br[C:2]1[CH:7]=[CH:6][C:5]([S:8]([CH3:11])(=[O:10])=[O:9])=[CH:4][N:3]=1.[C:12]([N:19]1[CH2:24][CH2:23][NH:22][CH2:21][CH2:20]1)([O:14][C:15]([CH3:18])([CH3:17])[CH3:16])=[O:13]. Given the product [C:15]([O:14][C:12]([N:19]1[CH2:24][CH2:23][N:22]([C:2]2[CH:7]=[CH:6][C:5]([S:8]([CH3:11])(=[O:10])=[O:9])=[CH:4][N:3]=2)[CH2:21][CH2:20]1)=[O:13])([CH3:18])([CH3:16])[CH3:17], predict the reactants needed to synthesize it. (4) Given the product [C:1]([OH:18])(=[O:8])[C:2]1[CH:7]=[CH:6][CH:5]=[CH:4][CH:3]=1, predict the reactants needed to synthesize it. The reactants are: [CH2:1]([OH:8])[C:2]1[CH:7]=[CH:6][CH:5]=[CH:4][CH:3]=1.OO.C(=[O:18])C1C=CC=CC=1. (5) Given the product [CH3:1][C:2]1([CH3:13])[C:11]2[C:6](=[CH:7][CH:8]=[CH:9][CH:10]=2)[C:5](=[N:14][OH:15])[CH2:4][CH2:3]1, predict the reactants needed to synthesize it. The reactants are: [CH3:1][C:2]1([CH3:13])[C:11]2[C:6](=[CH:7][CH:8]=[CH:9][CH:10]=2)[C:5](=O)[CH2:4][CH2:3]1.[NH2:14][OH:15].Cl.CC([O-])=O.[Na+].